This data is from Peptide-MHC class II binding affinity with 134,281 pairs from IEDB. The task is: Regression. Given a peptide amino acid sequence and an MHC pseudo amino acid sequence, predict their binding affinity value. This is MHC class II binding data. (1) The binding affinity (normalized) is 0.267. The peptide sequence is YPKYVKQNTLKLAT. The MHC is DRB1_0301 with pseudo-sequence DRB1_0301. (2) The peptide sequence is NQEGSLKTALTGAMR. The MHC is DRB1_1302 with pseudo-sequence DRB1_1302. The binding affinity (normalized) is 0.160. (3) The peptide sequence is AVWGKNSCAKNYNCK. The MHC is DRB1_0802 with pseudo-sequence DRB1_0802. The binding affinity (normalized) is 0.176. (4) The peptide sequence is ILKGVINIWGSGLLQ. The MHC is DRB1_0301 with pseudo-sequence DRB1_0301. The binding affinity (normalized) is 0.149.